Dataset: Forward reaction prediction with 1.9M reactions from USPTO patents (1976-2016). Task: Predict the product of the given reaction. (1) Given the reactants [CH3:1][C@@H:2]1[CH2:11][C:10]2[C:5](=[CH:6][CH:7]=[C:8]([CH:12]3[CH2:14][O:13]3)[CH:9]=2)[C:4](=[O:15])[O:3]1.[OH:16][CH2:17][C@H:18]1[NH:23][CH2:22][CH2:21][N:20]([C:24]([O:26][C:27]([CH3:30])([CH3:29])[CH3:28])=[O:25])[CH2:19]1, predict the reaction product. The product is: [OH:16][CH2:17][C@H:18]1[N:23]([CH2:14][CH:12]([OH:13])[C:8]2[CH:9]=[C:10]3[C:5](=[CH:6][CH:7]=2)[C:4](=[O:15])[O:3][C@H:2]([CH3:1])[CH2:11]3)[CH2:22][CH2:21][N:20]([C:24]([O:26][C:27]([CH3:30])([CH3:29])[CH3:28])=[O:25])[CH2:19]1. (2) Given the reactants [F:1][C:2]1[CH:19]=[C:18]([S:20]([C:23]2[CH:28]=[CH:27][CH:26]=[CH:25][CH:24]=2)(=[O:22])=[O:21])[CH:17]=[CH:16][C:3]=1[O:4][C:5]1[CH:6]=[C:7]([CH2:12][C:13]([OH:15])=[O:14])[CH:8]=[C:9]([OH:11])[CH:10]=1.N1C=CC=CC=1.[F:35][C:36]([F:49])([F:48])[S:37](O[S:37]([C:36]([F:49])([F:48])[F:35])(=[O:39])=[O:38])(=[O:39])=[O:38], predict the reaction product. The product is: [F:1][C:2]1[CH:19]=[C:18]([S:20]([C:23]2[CH:28]=[CH:27][CH:26]=[CH:25][CH:24]=2)(=[O:22])=[O:21])[CH:17]=[CH:16][C:3]=1[O:4][C:5]1[CH:6]=[C:7]([CH2:12][C:13]([OH:15])=[O:14])[CH:8]=[C:9]([O:11][S:37]([C:36]([F:49])([F:48])[F:35])(=[O:39])=[O:38])[CH:10]=1. (3) Given the reactants [CH3:1][O:2][C:3]1[C:4]([CH3:31])=[C:5]([C:22]([O:29][CH3:30])=[C:23]([O:27][CH3:28])[C:24]=1[O:25][CH3:26])[CH2:6][C:7]1[CH:8]=[CH:9][C:10]([OH:21])=[C:11]([CH:20]=1)[C:12]([N:14]1[CH2:19][CH2:18][O:17][CH2:16][CH2:15]1)=[O:13].[N:32]1[CH:37]=[CH:36][C:35](B(O)O)=[CH:34][CH:33]=1.C(N(CC)CC)C.N1C=CC=CC=1, predict the reaction product. The product is: [CH3:1][O:2][C:3]1[C:4]([CH3:31])=[C:5]([C:22]([O:29][CH3:30])=[C:23]([O:27][CH3:28])[C:24]=1[O:25][CH3:26])[CH2:6][C:7]1[CH:8]=[CH:9][C:10]([O:21][C:35]2[CH:36]=[CH:37][N:32]=[CH:33][CH:34]=2)=[C:11]([CH:20]=1)[C:12]([N:14]1[CH2:15][CH2:16][O:17][CH2:18][CH2:19]1)=[O:13].